This data is from Forward reaction prediction with 1.9M reactions from USPTO patents (1976-2016). The task is: Predict the product of the given reaction. (1) Given the reactants [CH3:1][O:2][C:3]1[CH:4]=[C:5]([CH2:20][C:21]([OH:23])=O)[CH:6]=[CH:7][C:8]=1[NH:9][C:10]([NH:12][C:13]1[CH:18]=[CH:17][CH:16]=[CH:15][C:14]=1[CH3:19])=[O:11].[Cl:24][C:25]1[CH:26]=[C:27]([CH:32]=[CH:33][C:34]=1[O:35][CH2:36][C@@H:37]([NH:39][CH3:40])[CH3:38])[C:28]([O:30][CH3:31])=[O:29].C1C=CC2N(O)N=NC=2C=1, predict the reaction product. The product is: [Cl:24][C:25]1[CH:26]=[C:27]([CH:32]=[CH:33][C:34]=1[O:35][CH2:36][C@@H:37]([N:39]([CH3:40])[C:21](=[O:23])[CH2:20][C:5]1[CH:6]=[CH:7][C:8]([NH:9][C:10]([NH:12][C:13]2[CH:18]=[CH:17][CH:16]=[CH:15][C:14]=2[CH3:19])=[O:11])=[C:3]([O:2][CH3:1])[CH:4]=1)[CH3:38])[C:28]([O:30][CH3:31])=[O:29]. (2) Given the reactants [CH3:1][O:2][C:3]1[CH:4]=[C:5]([CH:33]=[CH:34][C:35]=1[O:36][CH3:37])[CH2:6][CH:7]1[C:16]2[C:11](=[CH:12][C:13]([O:18][CH3:19])=[C:14]([OH:17])[CH:15]=2)[CH2:10][CH2:9][N:8]1[CH2:20][C:21]([NH:23][CH:24]1[C:32]2[C:27](=[CH:28][CH:29]=[CH:30][CH:31]=2)[CH2:26][CH2:25]1)=[O:22].Cl[C:39]1[CH:44]=[CH:43][C:42]([Cl:45])=[CH:41][N:40]=1, predict the reaction product. The product is: [CH3:1][O:2][C:3]1[CH:4]=[C:5]([CH:33]=[CH:34][C:35]=1[O:36][CH3:37])[CH2:6][CH:7]1[C:16]2[C:11](=[CH:12][C:13]([O:18][CH3:19])=[C:14]([O:17][C:39]3[CH:44]=[CH:43][C:42]([Cl:45])=[CH:41][N:40]=3)[CH:15]=2)[CH2:10][CH2:9][N:8]1[CH2:20][C:21]([NH:23][CH:24]1[C:32]2[C:27](=[CH:28][CH:29]=[CH:30][CH:31]=2)[CH2:26][CH2:25]1)=[O:22]. (3) Given the reactants [O:1]=[C:2]1[CH2:6][C@@H:5]([CH:7]=O)[C@H:4]([C:9]2[CH:14]=[CH:13][CH:12]=[CH:11][CH:10]=2)[CH2:3]1.[ClH:15].[N+:16]([C:19]1[CH:38]=[CH:37][C:22]([CH2:23][O:24][C:25]([N:27]([CH:31]2[CH2:36][CH2:35][NH:34][CH2:33][CH2:32]2)[CH2:28][CH:29]=[CH2:30])=[O:26])=[CH:21][CH:20]=1)([O-:18])=[O:17].CCN(C(C)C)C(C)C.C(O[BH-](OC(=O)C)OC(=O)C)(=O)C.[Na+], predict the reaction product. The product is: [ClH:15].[ClH:15].[N+:16]([C:19]1[CH:20]=[CH:21][C:22]([CH2:23][O:24][C:25]([N:27]([CH:31]2[CH2:36][CH2:35][N:34]([CH2:7][CH:5]3[CH:4]([C:9]4[CH:14]=[CH:13][CH:12]=[CH:11][CH:10]=4)[CH2:3][C:2](=[O:1])[CH2:6]3)[CH2:33][CH2:32]2)[CH2:28][CH:29]=[CH2:30])=[O:26])=[CH:37][CH:38]=1)([O-:18])=[O:17].